Dataset: NCI-60 drug combinations with 297,098 pairs across 59 cell lines. Task: Regression. Given two drug SMILES strings and cell line genomic features, predict the synergy score measuring deviation from expected non-interaction effect. Drug 1: CC1=C(N=C(N=C1N)C(CC(=O)N)NCC(C(=O)N)N)C(=O)NC(C(C2=CN=CN2)OC3C(C(C(C(O3)CO)O)O)OC4C(C(C(C(O4)CO)O)OC(=O)N)O)C(=O)NC(C)C(C(C)C(=O)NC(C(C)O)C(=O)NCCC5=NC(=CS5)C6=NC(=CS6)C(=O)NCCC[S+](C)C)O. Drug 2: COC1=C2C(=CC3=C1OC=C3)C=CC(=O)O2. Cell line: MDA-MB-435. Synergy scores: CSS=0.436, Synergy_ZIP=-0.642, Synergy_Bliss=-0.681, Synergy_Loewe=-1.96, Synergy_HSA=-3.65.